Task: Regression. Given a peptide amino acid sequence and an MHC pseudo amino acid sequence, predict their binding affinity value. This is MHC class I binding data.. Dataset: Peptide-MHC class I binding affinity with 185,985 pairs from IEDB/IMGT (1) The peptide sequence is FRDYVDRFY. The MHC is Mamu-B17 with pseudo-sequence Mamu-B17. The binding affinity (normalized) is 0. (2) The peptide sequence is FTWQHNYYL. The MHC is HLA-A68:02 with pseudo-sequence HLA-A68:02. The binding affinity (normalized) is 1.00. (3) The peptide sequence is FSMELPSFGV. The MHC is HLA-A02:02 with pseudo-sequence HLA-A02:02. The binding affinity (normalized) is 0.832. (4) The peptide sequence is VQYSNYSFL. The MHC is H-2-Kb with pseudo-sequence H-2-Kb. The binding affinity (normalized) is 0.993. (5) The peptide sequence is KYTHFFSGF. The MHC is HLA-A24:03 with pseudo-sequence HLA-A24:03. The binding affinity (normalized) is 0.903. (6) The peptide sequence is LPLKMLNIPSINVH. The MHC is HLA-A68:02 with pseudo-sequence HLA-A68:02. The binding affinity (normalized) is 0.0847. (7) The peptide sequence is KIEEIEKVEK. The MHC is HLA-A11:01 with pseudo-sequence HLA-A11:01. The binding affinity (normalized) is 0.393.